Dataset: NCI-60 drug combinations with 297,098 pairs across 59 cell lines. Task: Regression. Given two drug SMILES strings and cell line genomic features, predict the synergy score measuring deviation from expected non-interaction effect. (1) Drug 1: C1C(C(OC1N2C=C(C(=O)NC2=O)F)CO)O. Drug 2: CC1=C(C(=CC=C1)Cl)NC(=O)C2=CN=C(S2)NC3=CC(=NC(=N3)C)N4CCN(CC4)CCO. Cell line: RPMI-8226. Synergy scores: CSS=48.3, Synergy_ZIP=-1.61, Synergy_Bliss=-3.82, Synergy_Loewe=-23.2, Synergy_HSA=-4.89. (2) Cell line: SW-620. Drug 1: CC(C)(C1=NC(=CC=C1)N2C3=NC(=NC=C3C(=O)N2CC=C)NC4=CC=C(C=C4)N5CCN(CC5)C)O. Synergy scores: CSS=48.1, Synergy_ZIP=1.15, Synergy_Bliss=0.828, Synergy_Loewe=-8.76, Synergy_HSA=5.57. Drug 2: C1CC(CCC1OC2=C(C(=CC=C2)Cl)F)(CC3=NC(=CC=C3)NC4=NC=CS4)C(=O)O. (3) Drug 1: CC1C(C(CC(O1)OC2CC(CC3=C2C(=C4C(=C3O)C(=O)C5=C(C4=O)C(=CC=C5)OC)O)(C(=O)C)O)N)O.Cl. Drug 2: CC1=C(C(CCC1)(C)C)C=CC(=CC=CC(=CC(=O)O)C)C. Cell line: A549. Synergy scores: CSS=20.5, Synergy_ZIP=-9.61, Synergy_Bliss=-11.1, Synergy_Loewe=-10.6, Synergy_HSA=-9.68. (4) Drug 1: CC(CN1CC(=O)NC(=O)C1)N2CC(=O)NC(=O)C2. Drug 2: CC1=C(C(=O)C2=C(C1=O)N3CC4C(C3(C2COC(=O)N)OC)N4)N. Cell line: NCIH23. Synergy scores: CSS=34.2, Synergy_ZIP=-6.48, Synergy_Bliss=-3.88, Synergy_Loewe=-17.5, Synergy_HSA=-0.615. (5) Drug 1: CC1=CC=C(C=C1)C2=CC(=NN2C3=CC=C(C=C3)S(=O)(=O)N)C(F)(F)F. Drug 2: CCC1(C2=C(COC1=O)C(=O)N3CC4=CC5=C(C=CC(=C5CN(C)C)O)N=C4C3=C2)O.Cl. Cell line: UACC-257. Synergy scores: CSS=2.42, Synergy_ZIP=-2.71, Synergy_Bliss=-2.55, Synergy_Loewe=-9.96, Synergy_HSA=-2.33. (6) Drug 1: CCN(CC)CCCC(C)NC1=C2C=C(C=CC2=NC3=C1C=CC(=C3)Cl)OC. Drug 2: CC1CCCC2(C(O2)CC(NC(=O)CC(C(C(=O)C(C1O)C)(C)C)O)C(=CC3=CSC(=N3)C)C)C. Cell line: HS 578T. Synergy scores: CSS=65.1, Synergy_ZIP=3.76, Synergy_Bliss=2.94, Synergy_Loewe=-6.09, Synergy_HSA=4.20.